This data is from Full USPTO retrosynthesis dataset with 1.9M reactions from patents (1976-2016). The task is: Predict the reactants needed to synthesize the given product. (1) Given the product [C:9]([Si:6]([CH3:8])([CH3:7])[O:13][CH2:14][CH:15]=[N:3][OH:2])([CH3:12])([CH3:11])[CH3:10], predict the reactants needed to synthesize it. The reactants are: [Cl-].[OH:2][NH3+:3].[OH-].[Na+].[Si:6]([O:13][CH2:14][CH:15]=O)([C:9]([CH3:12])([CH3:11])[CH3:10])([CH3:8])[CH3:7].Cl. (2) Given the product [Cl:1][C:2]1[CH:7]=[CH:6][C:5]([NH:15][C:14]2[CH:16]=[CH:17][CH:18]=[CH:19][C:13]=2[C:12]([OH:21])=[O:20])=[C:4]([N+:9]([O-:11])=[O:10])[CH:3]=1, predict the reactants needed to synthesize it. The reactants are: [Cl:1][C:2]1[CH:7]=[CH:6][C:5](F)=[C:4]([N+:9]([O-:11])=[O:10])[CH:3]=1.[C:12]([OH:21])(=[O:20])[C:13]1[C:14](=[CH:16][CH:17]=[CH:18][CH:19]=1)[NH2:15].C(=O)([O-])[O-].[K+].[K+].[OH-].[Na+]. (3) Given the product [CH3:1][O:2][C:3]1[CH:4]=[CH:5][C:6]([C:12]([NH2:14])=[O:13])=[CH:7][C:8]=1[C:9]([NH:15][C:16]1[CH:25]=[CH:24][CH:23]=[C:22]2[C:17]=1[CH:18]=[CH:19][CH:20]=[N:21]2)=[O:11], predict the reactants needed to synthesize it. The reactants are: [CH3:1][O:2][C:3]1[C:8]([C:9]([OH:11])=O)=[CH:7][C:6]([C:12]([NH2:14])=[O:13])=[CH:5][CH:4]=1.[NH2:15][C:16]1[CH:25]=[CH:24][CH:23]=[C:22]2[C:17]=1[CH:18]=[CH:19][CH:20]=[N:21]2. (4) Given the product [CH3:1][C:2]1[N:14]2[C:5]([C:6]3[CH:7]=[C:8]([C:23]4[CH:28]=[CH:27][CH:26]=[CH:25][CH:24]=4)[C:9]([C:15]4[CH:22]=[CH:21][C:18]([CH2:19][NH2:29])=[CH:17][CH:16]=4)=[N:10][C:11]=3[CH:12]=[CH:13]2)=[N:4][N:3]=1, predict the reactants needed to synthesize it. The reactants are: [CH3:1][C:2]1[N:14]2[C:5]([C:6]3[CH:7]=[C:8]([C:23]4[CH:28]=[CH:27][CH:26]=[CH:25][CH:24]=4)[C:9]([C:15]4[CH:22]=[CH:21][C:18]([CH:19]=O)=[CH:17][CH:16]=4)=[N:10][C:11]=3[CH:12]=[CH:13]2)=[N:4][N:3]=1.[NH2:29]C(C)(CC(C)C)C(O)=O. (5) Given the product [C:18]([O:22][C:23]([N:25]1[CH2:31][CH2:30][CH2:29][N:28]([C:2]2[CH:7]=[CH:6][C:5]([O:8][CH2:9][CH2:10][CH2:11][N:12]3[CH2:17][CH2:16][CH2:15][CH2:14][CH2:13]3)=[CH:4][CH:3]=2)[CH2:27][CH2:26]1)=[O:24])([CH3:21])([CH3:19])[CH3:20], predict the reactants needed to synthesize it. The reactants are: I[C:2]1[CH:7]=[CH:6][C:5]([O:8][CH2:9][CH2:10][CH2:11][N:12]2[CH2:17][CH2:16][CH2:15][CH2:14][CH2:13]2)=[CH:4][CH:3]=1.[C:18]([O:22][C:23]([N:25]1[CH2:31][CH2:30][CH2:29][NH:28][CH2:27][CH2:26]1)=[O:24])([CH3:21])([CH3:20])[CH3:19]. (6) The reactants are: [C:1]([NH2:10])(=[O:9])[C:2]1[C:3](=[CH:5][CH:6]=[CH:7][CH:8]=1)[NH2:4].C([Si](C)(C)[O:16][CH2:17][CH2:18][O:19][C:20]1[C:27]([CH3:28])=[CH:26][C:23]([CH:24]=O)=[CH:22][C:21]=1[CH3:29])(C)(C)C.S([O-])(O)=O.[Na+].C1(C)C=CC(S(O)(=O)=O)=CC=1. Given the product [OH:16][CH2:17][CH2:18][O:19][C:20]1[C:27]([CH3:28])=[CH:26][C:23]([C:24]2[NH:10][C:1](=[O:9])[C:2]3[C:3](=[CH:5][CH:6]=[CH:7][CH:8]=3)[N:4]=2)=[CH:22][C:21]=1[CH3:29], predict the reactants needed to synthesize it. (7) Given the product [CH:1]([NH:14][C@H:15]1[CH2:16][CH2:17][C@H:18]([C:21]2[CH:26]=[CH:25][CH:24]=[CH:23][CH:22]=2)[CH2:19][CH2:20]1)([C:8]1[CH:13]=[CH:12][CH:11]=[CH:10][CH:9]=1)[C:2]1[CH:3]=[CH:4][CH:5]=[CH:6][CH:7]=1, predict the reactants needed to synthesize it. The reactants are: [CH:1]([NH:14][C@H:15]1[CH2:20][CH2:19][C@@H:18]([C:21]2[CH:26]=[CH:25][CH:24]=[CH:23][CH:22]=2)[CH2:17][CH2:16]1)([C:8]1[CH:13]=[CH:12][CH:11]=[CH:10][CH:9]=1)[C:2]1[CH:7]=[CH:6][CH:5]=[CH:4][CH:3]=1.C1(C2CCC(=O)CC2)C=CC=CC=1.C1(C(C2C=CC=CC=2)N)C=CC=CC=1.C(O[BH-](OC(=O)C)OC(=O)C)(=O)C.[Na+]. (8) Given the product [NH2:1][C:2]1[CH:16]=[CH:15][C:5]([C:6]([NH:8][CH2:9][CH2:10][N:11]([CH3:12])[CH3:14])=[O:7])=[CH:4][C:3]=1[O:17][CH3:18], predict the reactants needed to synthesize it. The reactants are: [NH2:1][C:2]1[CH:16]=[CH:15][C:5]([C:6]([NH:8][CH:9]2C[CH2:12][N:11]([CH3:14])[CH2:10]2)=[O:7])=[CH:4][C:3]=1[O:17][CH3:18].CN(C)CCNC(=O)C1C=CC([N+]([O-])=O)=C(OC)C=1. (9) The reactants are: [O:1]=[C:2]1[CH2:11][CH2:10][C:9]2[C:4](=[CH:5][CH:6]=[C:7]([CH:12]=[O:13])[CH:8]=2)[NH:3]1.[C:14](#N)C.C(=O)([O-])[O-].[Cs+].[Cs+].IC. Given the product [CH3:14][N:3]1[C:4]2[C:9](=[CH:8][C:7]([CH:12]=[O:13])=[CH:6][CH:5]=2)[CH2:10][CH2:11][C:2]1=[O:1], predict the reactants needed to synthesize it.